The task is: Predict the reaction yield, written as a fraction of the theoretical maximum amount of product (1.0 means a 100% yield; for example, 0.34 means a 34% yield).. This data is from Reaction yield outcomes from USPTO patents with 853,638 reactions. The reactants are [C:1](N1C=CC=CC1=O)(N1C=CC=CC1=O)=[S:2].[CH3:17][O:18][CH2:19][C:20]1[N:25]=[CH:24][N:23]=[C:22]([NH2:26])[CH:21]=1. The catalyst is ClCCl. The product is [N:26]([C:22]1[CH:21]=[C:20]([CH2:19][O:18][CH3:17])[N:25]=[CH:24][N:23]=1)=[C:1]=[S:2]. The yield is 0.490.